From a dataset of Reaction yield outcomes from USPTO patents with 853,638 reactions. Predict the reaction yield, written as a fraction of the theoretical maximum amount of product (1.0 means a 100% yield; for example, 0.34 means a 34% yield). (1) The reactants are C(OC([NH:8][NH:9][C:10]([C:12]1([NH:15][C:16]([C:18]2([NH:21][C:22]([C:24]3[N:28]4[C@@:29]([CH2:42][C:43]5[CH:48]=[CH:47][C:46]([C:49]#[N:50])=[CH:45][CH:44]=5)([CH3:41])[C:30](=[O:40])[N:31]([C:32]5[CH:37]=[C:36]([Cl:38])[CH:35]=[C:34]([Cl:39])[CH:33]=5)[C:27]4=[N:26][CH:25]=3)=[O:23])[CH2:20][CH2:19]2)=[O:17])[CH2:14][CH2:13]1)=[O:11])=O)(C)(C)C. The catalyst is Cl.O1CCOCC1.CCOCC. The product is [ClH:38].[NH:9]([C:10]([C:12]1([NH:15][C:16]([C:18]2([NH:21][C:22]([C:24]3[N:28]4[C@@:29]([CH2:42][C:43]5[CH:44]=[CH:45][C:46]([C:49]#[N:50])=[CH:47][CH:48]=5)([CH3:41])[C:30](=[O:40])[N:31]([C:32]5[CH:37]=[C:36]([Cl:38])[CH:35]=[C:34]([Cl:39])[CH:33]=5)[C:27]4=[N:26][CH:25]=3)=[O:23])[CH2:20][CH2:19]2)=[O:17])[CH2:14][CH2:13]1)=[O:11])[NH2:8]. The yield is 0.520. (2) The reactants are [O:1]1[CH2:4][CH:3]([OH:5])[CH2:2]1.[C:6](=O)([O:15]N1C(=O)CCC1=O)[O:7][N:8]1[C:12](=[O:13])[CH2:11][CH2:10][C:9]1=[O:14]. The catalyst is C(#N)C. The product is [C:6](=[O:15])([O:5][CH:3]1[CH2:4][O:1][CH2:2]1)[O:7][N:8]1[C:12](=[O:13])[CH2:11][CH2:10][C:9]1=[O:14]. The yield is 0.620. (3) The reactants are C(Cl)(=O)C(Cl)=O.[CH3:7][N:8]1[CH2:13][CH2:12][N:11]([C:14]2[CH:22]=[CH:21][C:17]([C:18]([OH:20])=O)=[C:16]([N:23]([CH:30]3[CH2:35][CH2:34][O:33][CH2:32][CH2:31]3)[C:24](=[O:29])[C:25]([F:28])([F:27])[F:26])[CH:15]=2)[CH2:10][CH2:9]1.[F:36][C:37]1[CH:38]=[C:39]([S:44][C:45]2[CH:46]=[C:47]3[C:53]([NH2:54])=[N:52][NH:51][C:48]3=[N:49][CH:50]=2)[CH:40]=[C:41]([F:43])[CH:42]=1.C(N(C(C)C)C(C)C)C. The catalyst is CN(C)C=O.ClCCl.C1(C)C=CC=CC=1.O1CCCC1. The product is [F:36][C:37]1[CH:38]=[C:39]([S:44][C:45]2[CH:46]=[C:47]3[C:53]([NH:54][C:18](=[O:20])[C:17]4[CH:21]=[CH:22][C:14]([N:11]5[CH2:10][CH2:9][N:8]([CH3:7])[CH2:13][CH2:12]5)=[CH:15][C:16]=4[N:23]([CH:30]4[CH2:31][CH2:32][O:33][CH2:34][CH2:35]4)[C:24](=[O:29])[C:25]([F:26])([F:27])[F:28])=[N:52][NH:51][C:48]3=[N:49][CH:50]=2)[CH:40]=[C:41]([F:43])[CH:42]=1. The yield is 0.530.